From a dataset of Forward reaction prediction with 1.9M reactions from USPTO patents (1976-2016). Predict the product of the given reaction. (1) Given the reactants [C:1]([O:5][C:6]([N:8]1[CH2:12][CH:11]=[CH:10][C@H:9]1[C:13]([OH:15])=O)=[O:7])([CH3:4])([CH3:3])[CH3:2].[CH2:16]([O:23][NH2:24])[C:17]1[CH:22]=[CH:21][CH:20]=[CH:19][CH:18]=1, predict the reaction product. The product is: [CH2:16]([O:23][NH:24][C:13]([C@@H:9]1[CH:10]=[CH:11][CH2:12][N:8]1[C:6]([O:5][C:1]([CH3:2])([CH3:3])[CH3:4])=[O:7])=[O:15])[C:17]1[CH:22]=[CH:21][CH:20]=[CH:19][CH:18]=1. (2) Given the reactants [F:1][C:2]1[CH:24]=[CH:23][CH:22]=[C:21]([F:25])[C:3]=1[CH2:4][O:5][C:6]1[C:7]2[N:8]([C:12]([C:16]([O:18]CC)=[O:17])=[C:13]([CH3:15])[N:14]=2)[CH:9]=[CH:10][CH:11]=1.[OH-].[Li+], predict the reaction product. The product is: [F:1][C:2]1[CH:24]=[CH:23][CH:22]=[C:21]([F:25])[C:3]=1[CH2:4][O:5][C:6]1[C:7]2[N:8]([C:12]([C:16]([OH:18])=[O:17])=[C:13]([CH3:15])[N:14]=2)[CH:9]=[CH:10][CH:11]=1. (3) Given the reactants [C:1]1([CH:7]([C:25]2[CH:30]=[CH:29][CH:28]=[CH:27][CH:26]=2)[CH2:8][NH:9][CH2:10][CH2:11][C@@H:12]([CH3:24])[O:13][C:14]2[CH:15]=[C:16]([CH2:20][C:21]([OH:23])=[O:22])[CH:17]=[CH:18][CH:19]=2)[CH:6]=[CH:5][CH:4]=[CH:3][CH:2]=1.[F:31][C:32]([F:42])([F:41])[C:33]1[CH:34]=[C:35]([CH:38]=[CH:39][CH:40]=1)[CH:36]=O.COC(=O)C.[Cl:48]C1C(C(F)(F)F)=CC=CC=1C=O.Cl.CCOCC, predict the reaction product. The product is: [ClH:48].[F:31][C:32]([F:41])([F:42])[C:33]1[CH:34]=[C:35]([CH:38]=[CH:39][CH:40]=1)[CH2:36][N:9]([CH2:8][CH:7]([C:1]1[CH:2]=[CH:3][CH:4]=[CH:5][CH:6]=1)[C:25]1[CH:26]=[CH:27][CH:28]=[CH:29][CH:30]=1)[CH2:10][CH2:11][C@@H:12]([CH3:24])[O:13][C:14]1[CH:15]=[C:16]([CH2:20][C:21]([OH:23])=[O:22])[CH:17]=[CH:18][CH:19]=1. (4) Given the reactants [CH:1]([NH:4][N:5]1[C:17]2[C:16]3[CH:15]=[CH:14][CH:13]=[CH:12][C:11]=3[N:10]=[CH:9][C:8]=2[N:7]=[C:6]1[CH3:18])([CH3:3])[CH3:2].C1C=C(Cl)C=C(C(OO)=[O:27])C=1.C([O-])([O-])=O.[Na+].[Na+], predict the reaction product. The product is: [CH:1]([NH:4][N:5]1[C:17]2[C:16]3[CH:15]=[CH:14][CH:13]=[CH:12][C:11]=3[N+:10]([O-:27])=[CH:9][C:8]=2[N:7]=[C:6]1[CH3:18])([CH3:3])[CH3:2].